From a dataset of Reaction yield outcomes from USPTO patents with 853,638 reactions. Predict the reaction yield, written as a fraction of the theoretical maximum amount of product (1.0 means a 100% yield; for example, 0.34 means a 34% yield). (1) The reactants are [Cl:1][C:2]1[C:7]2[NH:8][C:9](=[O:11])[NH:10][C:6]=2[CH:5]=[C:4]([C:12]([O:14]C)=[O:13])[CH:3]=1.[OH-].[Li+].O1CCCC1. The catalyst is CO. The product is [Cl:1][C:2]1[C:7]2[NH:8][C:9](=[O:11])[NH:10][C:6]=2[CH:5]=[C:4]([C:12]([OH:14])=[O:13])[CH:3]=1. The yield is 0.900. (2) The reactants are [Cl:1][C:2]1[N:7]=[C:6]([NH:8][CH2:9][C:10]2[CH:11]=[C:12]3[C:17](=[CH:18][CH:19]=2)[N:16]=[CH:15][CH:14]=[CH:13]3)[C:5]([N+:20]([O-])=O)=[CH:4][N:3]=1.Cl[Sn]Cl. The catalyst is C(O)C.C(Cl)(Cl)Cl. The product is [Cl:1][C:2]1[N:7]=[C:6]([NH:8][CH2:9][C:10]2[CH:11]=[C:12]3[C:17](=[CH:18][CH:19]=2)[N:16]=[CH:15][CH:14]=[CH:13]3)[C:5]([NH2:20])=[CH:4][N:3]=1. The yield is 0.500.